Task: Predict which catalyst facilitates the given reaction.. Dataset: Catalyst prediction with 721,799 reactions and 888 catalyst types from USPTO (1) Reactant: Cl[C:2]1[C:7]([N+:8]([O-:10])=[O:9])=[C:6]([NH2:11])[CH:5]=[CH:4][N:3]=1.[NH:12]1[CH2:17][CH2:16][CH2:15][CH2:14][CH2:13]1.C([O-])([O-])=O.[K+].[K+]. Product: [N+:8]([C:7]1[C:2]([N:12]2[CH2:17][CH2:16][CH2:15][CH2:14][CH2:13]2)=[N:3][CH:4]=[CH:5][C:6]=1[NH2:11])([O-:10])=[O:9]. The catalyst class is: 31. (2) Reactant: [Br:1][C:2]1[CH:10]=[C:9]2[C:5]([CH2:6][C:7]3([CH2:27][CH2:26][CH:25]([O:28][CH3:29])[CH2:24][CH2:23]3)[C:8]2([NH:16][S:17]([C:19]([CH3:22])([CH3:21])[CH3:20])=[O:18])[C:11]([O:13][CH2:14][CH3:15])=C)=[CH:4][CH:3]=1.C[O:31]C1C=CC(P2(SP(C3C=CC(OC)=CC=3)(=S)S2)=S)=CC=1. Product: [Br:1][C:2]1[CH:10]=[C:9]2[C:5]([CH2:6][C:7]3([CH2:27][CH2:26][CH:25]([O:28][CH3:29])[CH2:24][CH2:23]3)[C:8]2([NH:16][S:17]([C:19]([CH3:21])([CH3:22])[CH3:20])=[O:18])[C:11]([O:13][CH2:14][CH3:15])=[O:31])=[CH:4][CH:3]=1. The catalyst class is: 11. (3) Reactant: [H-].[Na+].[F:3][CH:4]([F:33])[C:5]([N:7]1[C@H:11]([CH2:12][F:13])[C@@H:10]([C:14]2[CH:19]=[CH:18][C:17]([C:20]3[CH:21]=[CH:22][C:23]([C:26]4([OH:30])[CH2:29][O:28][CH2:27]4)=[N:24][CH:25]=3)=[CH:16][CH:15]=2)[O:9][C:8]1([CH3:32])[CH3:31])=[O:6].[O:34]([CH2:64][C:65]1[CH:70]=[CH:69][CH:68]=[CH:67][CH:66]=1)[P:35](O[P:35]([O:36][CH2:37][C:38]1[CH:43]=[CH:42][CH:41]=[CH:40][CH:39]=1)([O:34][CH2:64][C:65]1[CH:70]=[CH:69][CH:68]=[CH:67][CH:66]=1)=[O:44])(=[O:44])[O:36][CH2:37][C:38]1[CH:43]=[CH:42][CH:41]=[CH:40][CH:39]=1. Product: [P:35]([O:30][C:26]1([C:23]2[CH:22]=[CH:21][C:20]([C:17]3[CH:18]=[CH:19][C:14]([C@H:10]4[O:9][C:8]([CH3:31])([CH3:32])[N:7]([C:5](=[O:6])[CH:4]([F:3])[F:33])[C@@H:11]4[CH2:12][F:13])=[CH:15][CH:16]=3)=[CH:25][N:24]=2)[CH2:29][O:28][CH2:27]1)([O:34][CH2:64][C:65]1[CH:70]=[CH:69][CH:68]=[CH:67][CH:66]=1)([O:36][CH2:37][C:38]1[CH:43]=[CH:42][CH:41]=[CH:40][CH:39]=1)=[O:44]. The catalyst class is: 7. (4) Reactant: [CH3:1][O:2][C:3]1[CH:8]=[CH:7][C:6]([CH2:9][C:10](O)=[O:11])=[CH:5][C:4]=1[O:13][CH2:14][CH2:15][CH2:16][O:17][CH3:18].O=S(Cl)[Cl:21]. Product: [CH3:1][O:2][C:3]1[CH:8]=[CH:7][C:6]([CH2:9][C:10]([Cl:21])=[O:11])=[CH:5][C:4]=1[O:13][CH2:14][CH2:15][CH2:16][O:17][CH3:18]. The catalyst class is: 2. (5) Reactant: [C:1]([O:5][C:6]([N:8]1[CH2:19][CH2:18][C:11]2([NH:15][C:14](=[O:16])[NH:13][C:12]2=[O:17])[CH2:10][CH2:9]1)=[O:7])([CH3:4])([CH3:3])[CH3:2].CI.[C:22](=O)([O-])[O-].[K+].[K+]. Product: [C:1]([O:5][C:6]([N:8]1[CH2:9][CH2:10][C:11]2([NH:15][C:14](=[O:16])[N:13]([CH3:22])[C:12]2=[O:17])[CH2:18][CH2:19]1)=[O:7])([CH3:4])([CH3:2])[CH3:3]. The catalyst class is: 16.